Predict the product of the given reaction. From a dataset of Forward reaction prediction with 1.9M reactions from USPTO patents (1976-2016). (1) Given the reactants Cl[C:2]1[C:11]2[C:6](=[CH:7][CH:8]=[CH:9][CH:10]=2)[CH:5]=[CH:4][N:3]=1.[Br:12][C:13]1[CH:14]=[C:15]([CH:20]=[CH:21][CH:22]=1)[C:16]([NH:18][NH2:19])=[O:17], predict the reaction product. The product is: [Br:12][C:13]1[CH:14]=[C:15]([CH:20]=[CH:21][CH:22]=1)[C:16]([N:18]([C:2]1[C:11]2[C:6](=[CH:7][CH:8]=[CH:9][CH:10]=2)[CH:5]=[CH:4][N:3]=1)[NH2:19])=[O:17]. (2) Given the reactants [OH:1][C:2]1([C:9]2[CH:14]=[CH:13][CH:12]=[C:11]([OH:15])[CH:10]=2)[CH2:7][CH2:6][C:5](=O)[CH2:4][CH2:3]1.[NH:16]1[CH2:19][CH:18]([NH:20][C:21]([CH2:23][NH:24][C:25](=[O:36])[C:26]2[CH:31]=[CH:30][CH:29]=[C:28]([C:32]([F:35])([F:34])[F:33])[CH:27]=2)=[O:22])[CH2:17]1, predict the reaction product. The product is: [OH:1][C:2]1([C:9]2[CH:14]=[CH:13][CH:12]=[C:11]([OH:15])[CH:10]=2)[CH2:7][CH2:6][CH:5]([N:16]2[CH2:19][CH:18]([NH:20][C:21]([CH2:23][NH:24][C:25](=[O:36])[C:26]3[CH:31]=[CH:30][CH:29]=[C:28]([C:32]([F:35])([F:33])[F:34])[CH:27]=3)=[O:22])[CH2:17]2)[CH2:4][CH2:3]1. (3) Given the reactants [Cl:1][C:2]1[C:3]([N:15]2[CH2:20][CH2:19][N:18]([C:21]([O:23][C:24]([CH3:27])([CH3:26])[CH3:25])=[O:22])[CH2:17][CH2:16]2)=[N:4][CH:5]=[C:6]([C:8]2[O:9][CH:10]([CH2:13][CH3:14])[CH2:11][N:12]=2)[CH:7]=1.C(C1C(=O)C(Cl)=C(Cl)C(=O)C=1C#N)#N, predict the reaction product. The product is: [Cl:1][C:2]1[C:3]([N:15]2[CH2:20][CH2:19][N:18]([C:21]([O:23][C:24]([CH3:25])([CH3:27])[CH3:26])=[O:22])[CH2:17][CH2:16]2)=[N:4][CH:5]=[C:6]([C:8]2[O:9][C:10]([CH2:13][CH3:14])=[CH:11][N:12]=2)[CH:7]=1. (4) Given the reactants Cl.C([O:4][CH:5](OCC)[CH2:6][O:7][C:8]1[CH:13]=[CH:12][C:11]([CH2:14][OH:15])=[CH:10][CH:9]=1)C, predict the reaction product. The product is: [OH:15][CH2:14][C:11]1[CH:10]=[CH:9][C:8]([O:7][CH2:6][CH:5]=[O:4])=[CH:13][CH:12]=1. (5) Given the reactants CC1C=CC(S(O[CH2:12][CH:13]2[O:17][C:16]3[C:18]4[CH2:19][CH2:20][CH2:21][C:22]=4[C:23]([Cl:25])=[CH:24][C:15]=3[CH2:14]2)(=O)=O)=CC=1.[N-:26]=[N+:27]=[N-:28].[Na+].N(CC1OC2C3C(C=CC=2C1)=CC=CC=3)=[N+]=[N-], predict the reaction product. The product is: [Cl:25][C:23]1[C:22]2[CH2:21][CH2:20][CH2:19][C:18]=2[C:16]2[O:17][CH:13]([CH2:12][N:26]=[N+:27]=[N-:28])[CH2:14][C:15]=2[CH:24]=1. (6) Given the reactants [S:1]1[C:5]2[CH:6]=[CH:7][CH:8]=[CH:9][C:4]=2[N:3]=[C:2]1[NH:10][C:11]([N:13]1[CH:17]=[CH:16]N=C1)=S.[CH:18](N=C=NC(C)C)([CH3:20])[CH3:19].C(Cl)(Cl)Cl.[OH2:31].Cl.[CH3:33][N:34]([CH:36]=O)[CH3:35], predict the reaction product. The product is: [S:1]1[C:5]2[CH:6]=[CH:7][CH:8]=[CH:9][C:4]=2[N:3]=[C:2]1[NH:10][C:11]1[O:31][C@:16]2([CH2:35][N:34]3[CH2:36][C@@H:19]2[CH2:18][CH2:20][CH2:33]3)[CH2:17][N:13]=1. (7) Given the reactants [NH:1]1[C:5]2([CH2:10][CH2:9][C:8](=[O:11])[CH2:7][CH2:6]2)[CH2:4][CH2:3][C:2]1=[O:12].[CH2:13](O)[CH2:14][OH:15], predict the reaction product. The product is: [O:15]1[C:8]2([CH2:9][CH2:10][C:5]3([CH2:4][CH2:3][C:2](=[O:12])[NH:1]3)[CH2:6][CH2:7]2)[O:11][CH2:13][CH2:14]1.